This data is from Full USPTO retrosynthesis dataset with 1.9M reactions from patents (1976-2016). The task is: Predict the reactants needed to synthesize the given product. (1) Given the product [C:1]([O:5][C:6]([NH:8][C@@H:9]([C:10]([CH3:11])([CH3:12])[CH3:13])[C:14]([N:43]1[C@H:42]([C:40]([N:39]([CH2:52][C:53]2[CH:54]=[CH:55][C:56]([C:57]([O:59][CH3:60])=[O:58])=[CH:61][CH:62]=2)[CH2:31][CH2:32][C:33]2[CH:38]=[CH:37][CH:36]=[CH:35][CH:34]=2)=[O:41])[CH2:51][C:50]2[C:45](=[CH:46][CH:47]=[CH:48][CH:49]=2)[CH2:44]1)=[O:16])=[O:7])([CH3:2])([CH3:3])[CH3:4], predict the reactants needed to synthesize it. The reactants are: [C:1]([O:5][C:6]([NH:8][C@H:9]([C:14]([OH:16])=O)[C:10]([CH3:13])([CH3:12])[CH3:11])=[O:7])([CH3:4])([CH3:3])[CH3:2].C(Cl)CCl.N1C2C(=NC=CC=2)N(O)N=1.[CH2:31]([N:39]([CH2:52][C:53]1[CH:62]=[CH:61][C:56]([C:57]([O:59][CH3:60])=[O:58])=[CH:55][CH:54]=1)[C:40]([C@@H:42]1[CH2:51][C:50]2[C:45](=[CH:46][CH:47]=[CH:48][CH:49]=2)[CH2:44][NH:43]1)=[O:41])[CH2:32][C:33]1[CH:38]=[CH:37][CH:36]=[CH:35][CH:34]=1.CN1CCOCC1. (2) Given the product [O:24]=[C:25]1[NH:33][C:28]2=[N:29][CH:30]=[CH:31][CH:32]=[C:27]2[C:26]21[CH2:41][C:40]1[C:35](=[CH:36][CH:37]=[C:38]([C:42]([NH:1][C@H:2]3[C:15](=[O:16])[N:14]([CH2:17][CH2:18][N:19]4[CH2:20][CH2:21][CH2:22][CH2:23]4)[CH2:13][C:5]4[C:6]5[CH:7]=[N:8][NH:9][C:10]=5[CH:11]=[CH:12][C:4]=4[CH2:3]3)=[O:43])[CH:39]=1)[CH2:34]2, predict the reactants needed to synthesize it. The reactants are: [NH2:1][C@H:2]1[C:15](=[O:16])[N:14]([CH2:17][CH2:18][N:19]2[CH2:23][CH2:22][CH2:21][CH2:20]2)[CH2:13][C:5]2[C:6]3[CH:7]=[N:8][NH:9][C:10]=3[CH:11]=[CH:12][C:4]=2[CH2:3]1.[O:24]=[C:25]1[NH:33][C:28]2=[N:29][CH:30]=[CH:31][CH:32]=[C:27]2[C:26]21[CH2:41][C:40]1[C:35](=[CH:36][CH:37]=[C:38]([C:42](O)=[O:43])[CH:39]=1)[CH2:34]2.C1C=CC2N(O)N=NC=2C=1.C(Cl)CCl. (3) Given the product [O:17]=[C:16]1[NH:3][C:4]2[CH:5]=[C:6]([C:7]([O:9][CH3:10])=[O:8])[CH:11]=[CH:12][C:13]=2[NH:14]1, predict the reactants needed to synthesize it. The reactants are: Cl.Cl.[NH2:3][C:4]1[CH:5]=[C:6]([CH:11]=[CH:12][C:13]=1[NH2:14])[C:7]([O:9][CH3:10])=[O:8].N[C:16](N)=[O:17].Cl. (4) Given the product [N:64]1([C:61]2[N:60]=[CH:59][C:58]([NH:57][C:19]([N:21]3[CH2:22][CH2:23][CH:24]([C:27]4[C:36]5[C:31](=[CH:32][C:33]([O:11][CH2:10][CH2:9][CH2:8][N:5]6[CH2:6][CH2:7][N:2]([CH3:1])[CH2:3][CH2:4]6)=[CH:34][CH:35]=5)[N:30]=[CH:29][N:28]=4)[CH2:25][CH2:26]3)=[O:20])=[CH:63][CH:62]=2)[CH2:68][CH2:67][CH2:66][CH2:65]1, predict the reactants needed to synthesize it. The reactants are: [CH3:1][N:2]1[CH2:7][CH2:6][N:5]([CH2:8][CH2:9][CH2:10][OH:11])[CH2:4][CH2:3]1.[H-].[Na+].C(O[C:19]([N:21]1[CH2:26][CH2:25][CH:24]([C:27]2[C:36]3[C:31](=[CH:32][C:33](F)=[CH:34][CH:35]=3)[N:30]=[CH:29][N:28]=2)[CH2:23][CH2:22]1)=[O:20])(C)(C)C.CCN(CC)CC.Cl.[N+](C1C=CC(OC(=O)[NH:57][C:58]2[CH:59]=[N:60][C:61]([N:64]3[CH2:68][CH2:67][CH2:66][CH2:65]3)=[CH:62][CH:63]=2)=CC=1)([O-])=O.N1(C2N=CC(N)=CC=2)CCCC1. (5) Given the product [F:19][C:15]1[CH:14]=[C:13]([C:10]2[CH:9]=[C:8]([C:7]3[C:2]([N:25]4[CH2:26][CH2:27][CH:22]([C:20]#[N:21])[CH2:23][CH2:24]4)=[N:3][CH:4]=[CH:5][CH:6]=3)[NH:12][N:11]=2)[CH:18]=[CH:17][CH:16]=1, predict the reactants needed to synthesize it. The reactants are: Cl[C:2]1[C:7]([C:8]2[NH:12][N:11]=[C:10]([C:13]3[CH:18]=[CH:17][CH:16]=[C:15]([F:19])[CH:14]=3)[CH:9]=2)=[CH:6][CH:5]=[CH:4][N:3]=1.[C:20]([CH:22]1[CH2:27][CH2:26][NH:25][CH2:24][CH2:23]1)#[N:21].C(N(CC)CC)C. (6) Given the product [CH3:1][S:20][C:19](=[N:21][CH:22]([CH3:24])[CH3:23])[CH2:18][O:17][CH2:10][C:11]1[CH:16]=[CH:15][CH:14]=[CH:13][CH:12]=1, predict the reactants needed to synthesize it. The reactants are: [CH3:1]OS(C(F)(F)F)(=O)=O.[CH2:10]([O:17][CH2:18][C:19]([NH:21][CH:22]([CH3:24])[CH3:23])=[S:20])[C:11]1[CH:16]=[CH:15][CH:14]=[CH:13][CH:12]=1. (7) The reactants are: [C:1]1([S:7][C:8]2[CH:14]=[CH:13][C:11]([NH2:12])=[CH:10][CH:9]=2)[CH:6]=[CH:5][CH:4]=[CH:3][CH:2]=1.Br[CH2:16][C:17]([OH:19])=[O:18]. Given the product [C:1]1([S:7][C:8]2[CH:14]=[CH:13][C:11]([NH:12][CH2:16][C:17]([OH:19])=[O:18])=[CH:10][CH:9]=2)[CH:2]=[CH:3][CH:4]=[CH:5][CH:6]=1, predict the reactants needed to synthesize it.